From a dataset of Forward reaction prediction with 1.9M reactions from USPTO patents (1976-2016). Predict the product of the given reaction. Given the reactants Br[C:2]1[C:3]2[N:4]([C:8](=[O:23])[N:9]([CH2:11][CH2:12][C:13]3[CH:22]=[CH:21][C:20]4[C:15](=[CH:16][CH:17]=[CH:18][CH:19]=4)[N:14]=3)[N:10]=2)[CH:5]=[CH:6][CH:7]=1.N#N.C([Sn](CCCC)(CCCC)[C:31]1[O:32][CH:33]=[CH:34][N:35]=1)CCC, predict the reaction product. The product is: [O:32]1[CH:33]=[CH:34][N:35]=[C:31]1[C:2]1[C:3]2[N:4]([C:8](=[O:23])[N:9]([CH2:11][CH2:12][C:13]3[CH:22]=[CH:21][C:20]4[C:15](=[CH:16][CH:17]=[CH:18][CH:19]=4)[N:14]=3)[N:10]=2)[CH:5]=[CH:6][CH:7]=1.